This data is from Catalyst prediction with 721,799 reactions and 888 catalyst types from USPTO. The task is: Predict which catalyst facilitates the given reaction. (1) Reactant: C[O:2][C:3](=O)[C:4]1[CH:9]=[CH:8][C:7]([NH:10][CH2:11][C:12]2[CH:17]=[CH:16][N:15]=[CH:14][C:13]=2[Cl:18])=[N:6][CH:5]=1.[AlH4-].[Li+].O.O.O.O.O.O.O.O.O.O.S([O-])([O-])(=O)=O.[Na+].[Na+]. Product: [Cl:18][C:13]1[CH:14]=[N:15][CH:16]=[CH:17][C:12]=1[CH2:11][NH:10][C:7]1[N:6]=[CH:5][C:4]([CH2:3][OH:2])=[CH:9][CH:8]=1. The catalyst class is: 7. (2) Reactant: [Cl-].O[NH3+:3].[C:4](=[O:7])([O-])[OH:5].[Na+].CS(C)=O.[F:13][C:14]1[CH:15]=[C:16]([C:40]2[C:41]([C:46]#[N:47])=[CH:42][CH:43]=[CH:44][CH:45]=2)[CH:17]=[CH:18][C:19]=1[CH2:20][C:21]1[C:22](=[O:39])[N:23]([CH:33]2[CH2:38][CH2:37][CH2:36][O:35][CH2:34]2)[C:24]2[N:25]([N:30]=[CH:31][N:32]=2)[C:26]=1[CH2:27][CH2:28][CH3:29]. Product: [F:13][C:14]1[CH:15]=[C:16]([C:40]2[CH:45]=[CH:44][CH:43]=[CH:42][C:41]=2[C:46]2[NH:3][C:4](=[O:7])[O:5][N:47]=2)[CH:17]=[CH:18][C:19]=1[CH2:20][C:21]1[C:22](=[O:39])[N:23]([CH:33]2[CH2:38][CH2:37][CH2:36][O:35][CH2:34]2)[C:24]2[N:25]([N:30]=[CH:31][N:32]=2)[C:26]=1[CH2:27][CH2:28][CH3:29]. The catalyst class is: 13. (3) Reactant: Cl[CH2:2][C:3]1[CH:8]=[CH:7][C:6]([C@@H:9]([NH:11][C:12](=[O:18])[O:13][C:14]([CH3:17])([CH3:16])[CH3:15])[CH3:10])=[CH:5][CH:4]=1.[N:19]1[N:20]=[CH:21][N:22]2[CH2:27][CH2:26][NH:25][CH2:24][C:23]=12.CCN(C(C)C)C(C)C. Product: [N:19]1[N:20]=[CH:21][N:22]2[CH2:27][CH2:26][N:25]([CH2:2][C:3]3[CH:8]=[CH:7][C:6]([C@@H:9]([NH:11][C:12](=[O:18])[O:13][C:14]([CH3:17])([CH3:16])[CH3:15])[CH3:10])=[CH:5][CH:4]=3)[CH2:24][C:23]=12. The catalyst class is: 197. (4) Reactant: [CH3:1][O:2][C:3]1[C:34]([O:35][CH3:36])=[CH:33][CH:32]=[CH:31][C:4]=1[CH2:5][N:6]([CH2:27][CH2:28][CH2:29][CH3:30])[C:7](=[O:26])[CH2:8][O:9][C:10]1[CH:15]=[CH:14][C:13]([CH2:16][C@H:17]([O:23][CH2:24][CH3:25])[C:18]([O:20]CC)=[O:19])=[CH:12][CH:11]=1.[Li+].[OH-].Cl. Product: [CH2:27]([N:6]([CH2:5][C:4]1[CH:31]=[CH:32][CH:33]=[C:34]([O:35][CH3:36])[C:3]=1[O:2][CH3:1])[C:7](=[O:26])[CH2:8][O:9][C:10]1[CH:11]=[CH:12][C:13]([CH2:16][C@H:17]([O:23][CH2:24][CH3:25])[C:18]([OH:20])=[O:19])=[CH:14][CH:15]=1)[CH2:28][CH2:29][CH3:30]. The catalyst class is: 10.